This data is from Reaction yield outcomes from USPTO patents with 853,638 reactions. The task is: Predict the reaction yield, written as a fraction of the theoretical maximum amount of product (1.0 means a 100% yield; for example, 0.34 means a 34% yield). (1) The reactants are [CH2:1]([C@H:8]1[CH2:12][O:11][C:10](=[O:13])[NH:9]1)[C:2]1[CH:7]=[CH:6][CH:5]=[CH:4][CH:3]=1.C([Li])CCC.[CH2:19]([O:21][CH2:22][C:23](Cl)=[O:24])[CH3:20].[Cl-].[Na+]. The catalyst is C1COCC1. The product is [CH2:19]([O:21][CH2:22][C:23]([N:9]1[CH:8]([CH2:1][C:2]2[CH:3]=[CH:4][CH:5]=[CH:6][CH:7]=2)[CH2:12][O:11][C:10]1=[O:13])=[O:24])[CH3:20]. The yield is 0.560. (2) The reactants are C1OCCOCCOCCOCCOCCOC1.[C-:19]#[N:20].[K+].[CH2:22]([N:29]1[CH2:33][CH:32]([C:34]2[S:35][CH:36]=[C:37]([Br:39])[CH:38]=2)[CH:31]([CH2:40]OS(C2C=CC(C)=CC=2)(=O)=O)[CH2:30]1)[C:23]1[CH:28]=[CH:27][CH:26]=[CH:25][CH:24]=1. The catalyst is CS(C)=O.O. The product is [CH2:22]([N:29]1[CH2:33][CH:32]([C:34]2[S:35][CH:36]=[C:37]([Br:39])[CH:38]=2)[CH:31]([CH2:40][C:19]#[N:20])[CH2:30]1)[C:23]1[CH:24]=[CH:25][CH:26]=[CH:27][CH:28]=1. The yield is 0.440. (3) The reactants are [C:1]([O:5][C:6](=[O:20])[C:7]1[CH:12]=[CH:11][CH:10]=[C:9]([C:13]2[C:18]([CH3:19])=[CH:17][CH:16]=[CH:15][N:14]=2)[CH:8]=1)([CH3:4])([CH3:3])[CH3:2].NC(N)=[O:23].OO.C1(=O)OC(=O)C2=CC=CC=C12.[O-]S([O-])=O.[Na+].[Na+].C([O-])([O-])=O.[Na+].[Na+]. The catalyst is CCOC(C)=O.O. The product is [C:1]([O:5][C:6]([C:7]1[CH:8]=[C:9]([C:13]2[C:18]([CH3:19])=[CH:17][CH:16]=[CH:15][N+:14]=2[O-:23])[CH:10]=[CH:11][CH:12]=1)=[O:20])([CH3:4])([CH3:3])[CH3:2]. The yield is 0.950. (4) The reactants are [C:1]([C:4]1[C:9]([O:10][CH3:11])=[CH:8][C:7]([C:12]2[CH:55]=[CH:54][C:15]([C:16]([N:18]3[CH2:23][CH2:22][N:21]([CH2:24][CH2:25][CH2:26][N:27]4[CH2:32][CH2:31][N:30]([C:33](=[O:53])[C:34]5[CH:39]=[CH:38][C:37]([C:40]6[CH:45]=[C:44]([O:46][CH3:47])[C:43]([C:48](=[O:50])[CH3:49])=[C:42]([O:51][CH3:52])[CH:41]=6)=[CH:36][CH:35]=5)[CH2:29][CH2:28]4)[CH2:20][CH2:19]3)=[O:17])=[CH:14][CH:13]=2)=[CH:6][C:5]=1[O:56][CH3:57])(=[O:3])[CH3:2].C(OCC)(=O)C.[ClH:64]. The yield is 0.470. The catalyst is C(Cl)(Cl)Cl. The product is [ClH:64].[ClH:64].[C:48]([C:43]1[C:44]([O:46][CH3:47])=[CH:45][C:40]([C:37]2[CH:36]=[CH:35][C:34]([C:33]([N:30]3[CH2:31][CH2:32][N:27]([CH2:26][CH2:25][CH2:24][N:21]4[CH2:22][CH2:23][N:18]([C:16](=[O:17])[C:15]5[CH:14]=[CH:13][C:12]([C:7]6[CH:8]=[C:9]([O:10][CH3:11])[C:4]([C:1](=[O:3])[CH3:2])=[C:5]([O:56][CH3:57])[CH:6]=6)=[CH:55][CH:54]=5)[CH2:19][CH2:20]4)[CH2:28][CH2:29]3)=[O:53])=[CH:39][CH:38]=2)=[CH:41][C:42]=1[O:51][CH3:52])(=[O:50])[CH3:49]. (5) The reactants are [I:1][C:2]1[C:3]([OH:12])=[C:4]([O:10][CH3:11])[CH:5]=[C:6]([CH:9]=1)[CH:7]=[O:8].Cl[CH2:14][C:15]([CH3:17])=[CH2:16].C(=O)([O-])[O-].[K+].[K+]. The catalyst is CN(C)C=O. The product is [I:1][C:2]1[CH:9]=[C:6]([CH:5]=[C:4]([O:10][CH3:11])[C:3]=1[O:12][CH2:16][C:15]([CH3:17])=[CH2:14])[CH:7]=[O:8]. The yield is 0.930. (6) The reactants are [Cl:1][C:2]1[CH:7]=[C:6]([N+:8]([O-:10])=[O:9])[CH:5]=[CH:4][C:3]=1[OH:11].[CH3:12][N:13]1[CH:17]=[CH:16][C:15]([C:18](O)=O)=[N:14]1. No catalyst specified. The product is [Cl:1][C:2]1[CH:7]=[C:6]([N+:8]([O-:10])=[O:9])[CH:5]=[CH:4][C:3]=1[O:11][CH2:18][C:15]1[CH:16]=[CH:17][N:13]([CH3:12])[N:14]=1. The yield is 0.490. (7) The product is [C:2]([O:5][C:6]([NH:8][C@@H:9]([CH2:10][C:11]#[CH:12])[C:13]([O:15][CH:16]1[CH2:20][CH2:19][CH2:18][CH2:17]1)=[O:14])=[O:7])([CH3:1])([CH3:3])[CH3:4]. The yield is 0.830. The catalyst is C(Cl)Cl.CN(C1C=CN=CC=1)C. The reactants are [CH3:1][C:2]([O:5][C:6]([NH:8][C@H:9]([C:13]([OH:15])=[O:14])[CH2:10][C:11]#[CH:12])=[O:7])([CH3:4])[CH3:3].[CH:16]1(O)[CH2:20][CH2:19][CH2:18][CH2:17]1.C(Cl)CCl. (8) The reactants are COC1C=CC(C[N:8]2[CH:12]=[C:11]([C:13]3[CH:18]=[CH:17][N:16]=[C:15]([NH:19][CH3:20])[CH:14]=3)[C:10]([C:21]3[CH:22]=[C:23]([NH:27][C:28]([NH:30][C:31]4[CH:36]=[CH:35][C:34]([C:37]([F:40])([F:39])[F:38])=[CH:33][CH:32]=4)=[O:29])[CH:24]=[CH:25][CH:26]=3)=[N:9]2)=CC=1.FC(F)(F)C(O)=O. The catalyst is C(OCC)C. The product is [CH3:20][NH:19][C:15]1[CH:14]=[C:13]([C:11]2[C:10]([C:21]3[CH:22]=[C:23]([NH:27][C:28]([NH:30][C:31]4[CH:36]=[CH:35][C:34]([C:37]([F:40])([F:38])[F:39])=[CH:33][CH:32]=4)=[O:29])[CH:24]=[CH:25][CH:26]=3)=[N:9][NH:8][CH:12]=2)[CH:18]=[CH:17][N:16]=1. The yield is 0.630. (9) The reactants are C(OC(=O)[NH:10][C@@H:11]([CH3:31])[CH2:12][O:13][Si:14]([C:27]([CH3:30])([CH3:29])[CH3:28])([C:21]1[CH:26]=[CH:25][CH:24]=[CH:23][CH:22]=1)[C:15]1[CH:20]=[CH:19][CH:18]=[CH:17][CH:16]=1)C1C=CC=CC=1. The catalyst is CO.[Pd]. The product is [Si:14]([O:13][CH2:12][C@@H:11]([NH2:10])[CH3:31])([C:27]([CH3:29])([CH3:30])[CH3:28])([C:21]1[CH:22]=[CH:23][CH:24]=[CH:25][CH:26]=1)[C:15]1[CH:16]=[CH:17][CH:18]=[CH:19][CH:20]=1. The yield is 0.840. (10) The reactants are Cl[C:2]1[N:10]=[CH:9][N:8]=[C:7]2[C:3]=1[NH:4][CH:5]=[N:6]2.[Br:11][C:12]1[CH:13]=[C:14]([CH:16]=[CH:17][CH:18]=1)[NH2:15]. The catalyst is Cl.C(O)(C)C. The product is [Br:11][C:12]1[CH:13]=[C:14]([NH:15][C:2]2[N:10]=[CH:9][N:8]=[C:7]3[C:3]=2[NH:4][CH:5]=[N:6]3)[CH:16]=[CH:17][CH:18]=1. The yield is 0.910.